Dataset: Forward reaction prediction with 1.9M reactions from USPTO patents (1976-2016). Task: Predict the product of the given reaction. (1) Given the reactants C[O:2][C:3](=O)[C:4]1[CH:9]=[CH:8][CH:7]=[C:6]([NH:10][C:11]2[N:16]=[C:15]([O:17][C:18]3[CH:23]=[CH:22][C:21](C(C)(C)C)=[CH:20][CH:19]=3)[N:14]=[C:13]([O:28][C:29]3[CH:34]=[CH:33][CH:32]=[CH:31][CH:30]=3)[N:12]=2)[CH:5]=1.CC(C[AlH]CC(C)C)C.C(Cl)[Cl:46].CCCCCC.CCCCCC, predict the reaction product. The product is: [Cl:46][C:21]1[CH:22]=[CH:23][C:18]([O:17][C:15]2[N:14]=[C:13]([O:28][C:29]3[CH:34]=[CH:33][CH:32]=[CH:31][CH:30]=3)[N:12]=[C:11]([NH:10][C:6]3[CH:5]=[C:4]([CH2:3][OH:2])[CH:9]=[CH:8][CH:7]=3)[N:16]=2)=[CH:19][CH:20]=1. (2) The product is: [CH:11]1[C:12]2[C:16]3[CH:17]=[CH:18][CH:19]=[CH:20][C:15]=3[O:14][C:13]=2[C:8]([C:4]2[CH:3]=[C:2]([B:21]3[O:25][C:24]([CH3:27])([CH3:26])[C:23]([CH3:29])([CH3:28])[O:22]3)[CH:7]=[CH:6][CH:5]=2)=[CH:9][CH:10]=1. Given the reactants Br[C:2]1[CH:3]=[C:4]([C:8]2[C:13]3[O:14][C:15]4[CH:20]=[CH:19][CH:18]=[CH:17][C:16]=4[C:12]=3[CH:11]=[CH:10][CH:9]=2)[CH:5]=[CH:6][CH:7]=1.[B:21]1([B:21]2[O:25][C:24]([CH3:27])([CH3:26])[C:23]([CH3:29])([CH3:28])[O:22]2)[O:25][C:24]([CH3:27])([CH3:26])[C:23]([CH3:29])([CH3:28])[O:22]1.C([O-])(=O)C.[K+], predict the reaction product.